Dataset: Forward reaction prediction with 1.9M reactions from USPTO patents (1976-2016). Task: Predict the product of the given reaction. (1) Given the reactants C([O:3][C:4]([C:6]1[CH:10]=[C:9]([NH:11][C:12](=[O:17])[C:13]([CH3:16])([CH3:15])[CH3:14])[N:8]([C:18]2[CH:23]=[CH:22][CH:21]=[CH:20][CH:19]=2)[N:7]=1)=[O:5])C.C(=O)([O-])[O-].[Cs+].[Cs+].IC.[OH-].[Na+], predict the reaction product. The product is: [CH3:14][C:13]([CH3:16])([CH3:15])[C:12]([NH:11][C:9]1[N:8]([C:18]2[CH:19]=[CH:20][CH:21]=[CH:22][CH:23]=2)[N:7]=[C:6]([C:4]([OH:5])=[O:3])[CH:10]=1)=[O:17]. (2) Given the reactants [H-].[Na+].[CH2:3]([OH:10])[C:4]1[CH:9]=[CH:8][CH:7]=[CH:6][CH:5]=1.Cl[C:12]1[CH:13]=[CH:14][C:15]([N+:27]([O-:29])=[O:28])=[C:16]([N:18]([CH3:26])[C:19](=[O:25])[O:20][C:21]([CH3:24])([CH3:23])[CH3:22])[CH:17]=1, predict the reaction product. The product is: [CH2:3]([O:10][C:12]1[CH:13]=[CH:14][C:15]([N+:27]([O-:29])=[O:28])=[C:16]([N:18]([CH3:26])[C:19](=[O:25])[O:20][C:21]([CH3:22])([CH3:23])[CH3:24])[CH:17]=1)[C:4]1[CH:9]=[CH:8][CH:7]=[CH:6][CH:5]=1. (3) Given the reactants [F:1][C:2]([F:26])([F:25])[C:3]1[CH:8]=[CH:7][CH:6]=[CH:5][C:4]=1[C:9]([NH:11][C:12]1[CH:13]=[C:14]([C:21]([O:23]C)=[O:22])[C:15]2[N:19]=[CH:18][NH:17][C:16]=2[CH:20]=1)=[O:10].[OH-].[Na+], predict the reaction product. The product is: [F:26][C:2]([F:1])([F:25])[C:3]1[CH:8]=[CH:7][CH:6]=[CH:5][C:4]=1[C:9]([NH:11][C:12]1[CH:13]=[C:14]([C:21]([OH:23])=[O:22])[C:15]2[N:19]=[CH:18][NH:17][C:16]=2[CH:20]=1)=[O:10]. (4) Given the reactants [F:1][C:2]1[C:7]([F:8])=[CH:6][CH:5]=[CH:4][C:3]=1[CH:9]1[CH2:14][C:13](=[O:15])[NH:12][C:11]([CH3:16])=[C:10]1[C:17]([OH:19])=O.CN(C=O)C.C(Cl)(=O)C(Cl)=O.[F:31][C:32]1[CH:40]=[C:39]2[C:35]([CH:36]=[N:37][NH:38]2)=[CH:34][C:33]=1[NH2:41], predict the reaction product. The product is: [F:1][C:2]1[C:7]([F:8])=[CH:6][CH:5]=[CH:4][C:3]=1[CH:9]1[CH2:14][C:13](=[O:15])[NH:12][C:11]([CH3:16])=[C:10]1[C:17]([NH:41][C:33]1[CH:34]=[C:35]2[C:39](=[CH:40][C:32]=1[F:31])[NH:38][N:37]=[CH:36]2)=[O:19]. (5) Given the reactants [CH3:1][C:2]1[CH:3]=[CH:4][C:5]([C:8]2[CH:13]=[CH:12][NH:11][C:10](=[O:14])[CH:9]=2)=[N:6][CH:7]=1.Br[C:16]1[CH:17]=[CH:18][C:19]2[C:20]3[CH2:29][N:28]([C:30]([O:32][C:33]([CH3:36])([CH3:35])[CH3:34])=[O:31])[CH2:27][CH2:26][C:21]=3[N:22]([CH3:25])[C:23]=2[CH:24]=1, predict the reaction product. The product is: [CH3:25][N:22]1[C:23]2[CH:24]=[C:16]([N:11]3[CH:12]=[CH:13][C:8]([C:5]4[CH:4]=[CH:3][C:2]([CH3:1])=[CH:7][N:6]=4)=[CH:9][C:10]3=[O:14])[CH:17]=[CH:18][C:19]=2[C:20]2[CH2:29][N:28]([C:30]([O:32][C:33]([CH3:36])([CH3:35])[CH3:34])=[O:31])[CH2:27][CH2:26][C:21]1=2. (6) Given the reactants FC(F)(F)S(O[C:7]1[CH2:12][C@@H:11]2[C@@H:13]3[C@@H:23]([CH2:24][CH2:25][C@@:9]2([CH3:10])[CH:8]=1)[C@@:21]1([CH3:22])[C@H:16]([CH2:17][C@@H:18]([O:26][CH2:27][O:28][CH3:29])[CH2:19][CH2:20]1)[CH2:15][CH2:14]3)(=O)=O.[C-:32]#[N:33].[Na+].C([O-])(O)=O.[Na+], predict the reaction product. The product is: [CH3:29][O:28][CH2:27][O:26][C@H:18]1[CH2:19][CH2:20][C@:21]2([CH3:22])[C@@H:16]([CH2:15][CH2:14][C@H:13]3[C@H:23]2[CH2:24][CH2:25][C@:9]2([CH3:10])[C@@H:11]3[CH2:12][C:7]([C:32]#[N:33])=[CH:8]2)[CH2:17]1. (7) Given the reactants ClC1C=CC(C(Cl)=O)=CC=1.Cl[C:12]1[CH:17]=[C:16]([Cl:18])[CH:15]=[CH:14][C:13]=1[C:19]1[C:24]([C:25]2[NH:26][CH:27]=[CH:28][N:29]=2)=[CH:23][N:22]=[C:21]([NH:30][CH2:31][CH2:32][NH:33][C:34]2[CH:39]=[CH:38][C:37]([N+:40]([O-:42])=[O:41])=[CH:36][N:35]=2)[N:20]=1, predict the reaction product. The product is: [Cl:18][C:16]1[CH:17]=[CH:12][C:13]([C:19]2[C:24]([C:25]3[NH:26][CH:27]=[CH:28][N:29]=3)=[CH:23][N:22]=[C:21]([NH:30][CH2:31][CH2:32][NH:33][C:34]3[CH:39]=[CH:38][C:37]([N+:40]([O-:42])=[O:41])=[CH:36][N:35]=3)[N:20]=2)=[CH:14][CH:15]=1. (8) The product is: [CH:32]([C:31]1[CH:34]=[C:35]([C:2]2[C:11]([N:12]([CH3:16])[CH:13]([CH3:15])[CH3:14])=[N:10][C:9]3[C:4](=[CH:5][CH:6]=[C:7]([C:17]([O:19][CH2:20][C:21]4[CH:26]=[CH:25][C:24]([O:27][CH3:28])=[CH:23][CH:22]=4)=[O:18])[CH:8]=3)[N:3]=2)[CH:36]=[CH:37][C:30]=1[OH:29])=[O:33]. Given the reactants Br[C:2]1[C:11]([N:12]([CH3:16])[CH:13]([CH3:15])[CH3:14])=[N:10][C:9]2[C:4](=[CH:5][CH:6]=[C:7]([C:17]([O:19][CH2:20][C:21]3[CH:26]=[CH:25][C:24]([O:27][CH3:28])=[CH:23][CH:22]=3)=[O:18])[CH:8]=2)[N:3]=1.[OH:29][C:30]1[CH:37]=[CH:36][C:35](B2OC(C)(C)C(C)(C)O2)=[CH:34][C:31]=1[CH:32]=[O:33].CCN(CC)CC, predict the reaction product. (9) Given the reactants [C:1]1([CH:7]=[CH:8][C:9]([NH:11][C:12]2[CH:21]=[CH:20][C:15]([C:16]([O:18][CH3:19])=[O:17])=[CH:14][CH:13]=2)=[O:10])[CH:6]=[CH:5][CH:4]=[CH:3][CH:2]=1.[CH2:22]1CCN2C(=NCCC2)CC1.Cl.[N+:34]([CH3:37])([O-:36])=[O:35], predict the reaction product. The product is: [N+:34]([CH2:37][CH:7]([C:1]1[CH:2]=[CH:3][CH:4]=[CH:5][CH:6]=1)[CH2:8][C:9]([NH:11][C:12]1[CH:13]=[CH:14][C:15]([C:16]([O:18][CH2:19][CH3:22])=[O:17])=[CH:20][CH:21]=1)=[O:10])([O-:36])=[O:35]. (10) Given the reactants [OH:1][C:2]1[CH:7]=[CH:6][C:5]([C:8](=[O:10])[CH3:9])=[CH:4][CH:3]=1.[F:11][C:12]1[CH:17]=[CH:16][CH:15]=[CH:14][C:13]=1[CH:18](O)[CH2:19][CH2:20][CH2:21][CH2:22][CH2:23][N:24]1[CH2:29][CH2:28][CH:27]([C:30]2[CH:31]=[C:32]([NH:36][C:37](=[O:41])[CH:38]([CH3:40])[CH3:39])[CH:33]=[CH:34][CH:35]=2)[CH2:26][CH2:25]1, predict the reaction product. The product is: [C:8]([C:5]1[CH:6]=[CH:7][C:2]([O:1][CH:18]([C:13]2[CH:14]=[CH:15][CH:16]=[CH:17][C:12]=2[F:11])[CH2:19][CH2:20][CH2:21][CH2:22][CH2:23][N:24]2[CH2:25][CH2:26][CH:27]([C:30]3[CH:31]=[C:32]([NH:36][C:37](=[O:41])[CH:38]([CH3:40])[CH3:39])[CH:33]=[CH:34][CH:35]=3)[CH2:28][CH2:29]2)=[CH:3][CH:4]=1)(=[O:10])[CH3:9].